This data is from TCR-epitope binding with 47,182 pairs between 192 epitopes and 23,139 TCRs. The task is: Binary Classification. Given a T-cell receptor sequence (or CDR3 region) and an epitope sequence, predict whether binding occurs between them. (1) The epitope is LLALHRSYL. The TCR CDR3 sequence is CASSYVNTEAFF. Result: 0 (the TCR does not bind to the epitope). (2) The epitope is KLMNIQQKL. The TCR CDR3 sequence is CASSLEQGMNTEAFF. Result: 0 (the TCR does not bind to the epitope). (3) The epitope is HTTDPSFLGRY. The TCR CDR3 sequence is CATSDPGLAGGDGNEQFF. Result: 1 (the TCR binds to the epitope). (4) The epitope is SSTFNVPMEKLK. The TCR CDR3 sequence is CASSLSGGGPPGTQYF. Result: 0 (the TCR does not bind to the epitope).